Dataset: Reaction yield outcomes from USPTO patents with 853,638 reactions. Task: Predict the reaction yield, written as a fraction of the theoretical maximum amount of product (1.0 means a 100% yield; for example, 0.34 means a 34% yield). (1) The catalyst is O1CCOCC1.C1C=CC(/C=C/C(/C=C/C2C=CC=CC=2)=O)=CC=1.C1C=CC(/C=C/C(/C=C/C2C=CC=CC=2)=O)=CC=1.[Pd]. The product is [Cl:21][C:19]1[CH:20]=[C:15]([NH:12][C:9]2[CH:8]=[N:7][C:6]([O:5][CH2:4][CH2:3][N:2]([CH3:13])[CH3:1])=[CH:11][N:10]=2)[C:16](=[O:23])[N:17]([CH3:22])[N:18]=1. The yield is 0.670. The reactants are [CH3:1][N:2]([CH3:13])[CH2:3][CH2:4][O:5][C:6]1[N:7]=[CH:8][C:9]([NH2:12])=[N:10][CH:11]=1.Br[C:15]1[C:16](=[O:23])[N:17]([CH3:22])[N:18]=[C:19]([Cl:21])[CH:20]=1.C([O-])([O-])=O.[Cs+].[Cs+].CC1(C)C2C(=C(P(C3C=CC=CC=3)C3C=CC=CC=3)C=CC=2)OC2C(P(C3C=CC=CC=3)C3C=CC=CC=3)=CC=CC1=2. (2) The reactants are [CH2:1]([O:8][C:9]1[CH:16]=[CH:15][C:14]([Cl:17])=[CH:13][C:10]=1C=O)[C:2]1[CH:7]=[CH:6][CH:5]=[CH:4][CH:3]=1.OO.S(=O)(=O)(O)[OH:21]. The catalyst is CO. The product is [CH2:1]([O:8][C:9]1[CH:16]=[CH:15][C:14]([Cl:17])=[CH:13][C:10]=1[OH:21])[C:2]1[CH:7]=[CH:6][CH:5]=[CH:4][CH:3]=1. The yield is 0.450.